Dataset: Forward reaction prediction with 1.9M reactions from USPTO patents (1976-2016). Task: Predict the product of the given reaction. (1) Given the reactants [C:1]1(P([C:1]2[CH:6]=CC=[CH:3][CH:2]=2)[C:1]2[CH:6]=CC=[CH:3][CH:2]=2)[CH:6]=CC=[CH:3][CH:2]=1.CCOC(/N=N/C(OCC)=O)=O.C1(C)C=CC=CC=1.[CH3:39][C:40]1[C:41]2[CH:62]=[CH:61][CH:60]=[CH:59][C:42]=2[S:43][C:44]=1[NH:45][S:46]([C:49]1[CH:54]=[CH:53][C:52]([C:55]([O:57][CH3:58])=[O:56])=[CH:51][CH:50]=1)(=[O:48])=[O:47].C(O)CCC, predict the reaction product. The product is: [CH2:6]([N:45]([C:44]1[S:43][C:42]2[CH:59]=[CH:60][CH:61]=[CH:62][C:41]=2[C:40]=1[CH3:39])[S:46]([C:49]1[CH:50]=[CH:51][C:52]([C:55]([O:57][CH3:58])=[O:56])=[CH:53][CH:54]=1)(=[O:48])=[O:47])[CH2:1][CH2:2][CH3:3]. (2) Given the reactants [Cl:1][C:2]1[C:7]([CH3:8])=[CH:6][C:5]([S:9]([NH:12][C:13]2[CH:14]=[C:15]([C:19]3[CH:24]=[C:23]([CH3:25])[C:22]([C:26](O)=[O:27])=[C:21]([CH3:29])[CH:20]=3)[CH:16]=[CH:17][CH:18]=2)(=[O:11])=[O:10])=[C:4]([CH3:30])[CH:3]=1.S(Cl)(Cl)=O.[BH4-].[Na+], predict the reaction product. The product is: [Cl:1][C:2]1[C:7]([CH3:8])=[CH:6][C:5]([S:9]([NH:12][C:13]2[CH:14]=[C:15]([C:19]3[CH:20]=[C:21]([CH3:29])[C:22]([CH2:26][OH:27])=[C:23]([CH3:25])[CH:24]=3)[CH:16]=[CH:17][CH:18]=2)(=[O:10])=[O:11])=[C:4]([CH3:30])[CH:3]=1. (3) Given the reactants [C:1]([C:5]1[CH:10]=[CH:9][C:8]([C:11]2[N:12]([C:30](Cl)=[O:31])[C@H:13]([C:23]3[CH:28]=[CH:27][C:26]([Cl:29])=[CH:25][CH:24]=3)[C@H:14]([C:16]3[CH:21]=[CH:20][C:19]([Cl:22])=[CH:18][CH:17]=3)[N:15]=2)=[C:7]([O:33][CH2:34][CH3:35])[CH:6]=1)([CH3:4])([CH3:3])[CH3:2].[C:36]([NH:40][C:41](=[O:49])[CH2:42][N:43]1[CH2:48][CH2:47][NH:46][CH2:45][CH2:44]1)([CH3:39])([CH3:38])[CH3:37], predict the reaction product. The product is: [ClH:22].[C:36]([NH:40][C:41](=[O:49])[CH2:42][N:43]1[CH2:44][CH2:45][N:46]([C:30]([N:12]2[C@H:13]([C:23]3[CH:24]=[CH:25][C:26]([Cl:29])=[CH:27][CH:28]=3)[C@H:14]([C:16]3[CH:21]=[CH:20][C:19]([Cl:22])=[CH:18][CH:17]=3)[N:15]=[C:11]2[C:8]2[CH:9]=[CH:10][C:5]([C:1]([CH3:3])([CH3:2])[CH3:4])=[CH:6][C:7]=2[O:33][CH2:34][CH3:35])=[O:31])[CH2:47][CH2:48]1)([CH3:39])([CH3:37])[CH3:38].